Dataset: Forward reaction prediction with 1.9M reactions from USPTO patents (1976-2016). Task: Predict the product of the given reaction. (1) Given the reactants CCN(S(F)(F)[F:7])CC.[CH2:10]([N:17]1[CH2:22][CH2:21][N:20]([CH2:23][C:24]2[CH:29]=[CH:28][CH:27]=[CH:26][CH:25]=2)[CH2:19][C@@H:18]1[CH2:30]O)[C:11]1[CH:16]=[CH:15][CH:14]=[CH:13][CH:12]=1, predict the reaction product. The product is: [CH2:10]([N:17]1[CH2:22][CH2:21][N:20]([CH2:23][C:24]2[CH:29]=[CH:28][CH:27]=[CH:26][CH:25]=2)[CH2:19][C@@H:18]1[CH2:30][F:7])[C:11]1[CH:16]=[CH:15][CH:14]=[CH:13][CH:12]=1. (2) Given the reactants [CH:1]1([CH:4]([C:9]2[CH:14]=[CH:13][CH:12]=[C:11]([OH:15])[CH:10]=2)[CH2:5][C:6]([OH:8])=[O:7])[CH2:3][CH2:2]1.S(=O)(=O)(O)O.[C:21](=O)([O-])O.[Na+], predict the reaction product. The product is: [CH:1]1([CH:4]([C:9]2[CH:14]=[CH:13][CH:12]=[C:11]([OH:15])[CH:10]=2)[CH2:5][C:6]([O:8][CH3:21])=[O:7])[CH2:3][CH2:2]1. (3) The product is: [C:1]([O:5][C:6]([N:8]1[CH2:9][CH2:10][N:41]([CH2:38][CH2:47][CH2:48][NH:50][C:19]2[N:24]=[C:23]([C:25]3[S:29][C:28]4[CH:30]=[CH:31][CH:32]=[C:33]([C:34](=[O:35])[NH2:36])[C:27]=4[CH:26]=3)[C:22]([Cl:37])=[CH:21][N:20]=2)[CH2:12][CH2:13]1)=[O:7])([CH3:2])([CH3:3])[CH3:4]. Given the reactants [C:1]([O:5][C:6]([N:8]1[CH2:13][CH2:12]C(CCCN)[CH2:10][CH2:9]1)=[O:7])([CH3:4])([CH3:3])[CH3:2].Cl[C:19]1[N:24]=[C:23]([C:25]2[S:29][C:28]3[CH:30]=[CH:31][CH:32]=[C:33]([C:34]([NH2:36])=[O:35])[C:27]=3[CH:26]=2)[C:22]([Cl:37])=[CH:21][N:20]=1.[CH:38]([N:41](C(C)C)CC)(C)C.[CH3:47][C:48]([N:50](C)C)=O, predict the reaction product. (4) Given the reactants [Cl:1][C:2]1[C:3]([CH3:38])=[C:4]([NH:8][C:9]([C:11]2[C:19]3[N:18]=[C:17]([NH:20][CH2:21][C:22]([OH:24])=[O:23])[NH:16][C:15]=3[CH:14]=[C:13]([NH:25][C:26]([C:28]3[CH:33]=[CH:32][CH:31]=[CH:30][C:29]=3[C:34]([F:37])([F:36])[F:35])=[O:27])[CH:12]=2)=[O:10])[CH:5]=[CH:6][CH:7]=1.Cl.CCO, predict the reaction product. The product is: [ClH:1].[Cl:1][C:2]1[C:3]([CH3:38])=[C:4]([NH:8][C:9]([C:11]2[C:19]3[N:18]=[C:17]([NH:20][CH2:21][C:22]([OH:24])=[O:23])[NH:16][C:15]=3[CH:14]=[C:13]([NH:25][C:26]([C:28]3[CH:33]=[CH:32][CH:31]=[CH:30][C:29]=3[C:34]([F:35])([F:36])[F:37])=[O:27])[CH:12]=2)=[O:10])[CH:5]=[CH:6][CH:7]=1. (5) The product is: [CH3:10][O:8][C:1](=[O:9])[CH2:2][CH2:3][CH2:4][CH2:5][C:6]#[CH:7]. Given the reactants [C:1]([OH:9])(=[O:8])[CH2:2][CH2:3][CH2:4][CH2:5][C:6]#[CH:7].[C:10](OCC)(=O)C, predict the reaction product. (6) Given the reactants [CH2:1]([N:4]([CH2:31][CH2:32][CH3:33])[CH2:5][CH2:6][CH2:7][CH2:8][C:9]1[N:10]([CH3:30])[C:11]2[CH:17]=[C:16]([CH2:18][N:19]3C(=O)C4C(=CC=CC=4)C3=O)[CH:15]=[CH:14][C:12]=2[N:13]=1)[CH2:2][CH3:3], predict the reaction product. The product is: [NH2:19][CH2:18][C:16]1[CH:15]=[CH:14][C:12]2[N:13]=[C:9]([CH2:8][CH2:7][CH2:6][CH2:5][N:4]([CH2:1][CH2:2][CH3:3])[CH2:31][CH2:32][CH3:33])[N:10]([CH3:30])[C:11]=2[CH:17]=1.